Dataset: Peptide-MHC class I binding affinity with 185,985 pairs from IEDB/IMGT. Task: Regression. Given a peptide amino acid sequence and an MHC pseudo amino acid sequence, predict their binding affinity value. This is MHC class I binding data. (1) The peptide sequence is LLGLWGFAAA. The MHC is HLA-A02:06 with pseudo-sequence HLA-A02:06. The binding affinity (normalized) is 0.640. (2) The peptide sequence is YLAPSYRNF. The MHC is HLA-B08:01 with pseudo-sequence HLA-B08:01. The binding affinity (normalized) is 0.0847. (3) The MHC is HLA-A24:03 with pseudo-sequence HLA-A24:03. The binding affinity (normalized) is 0.0847. The peptide sequence is QSPQPVRVK. (4) The peptide sequence is RIFFGKTSI. The MHC is HLA-A32:01 with pseudo-sequence HLA-A32:01. The binding affinity (normalized) is 0.974. (5) The peptide sequence is DHQAAFQYI. The MHC is HLA-B15:03 with pseudo-sequence HLA-B15:03. The binding affinity (normalized) is 0.579. (6) The peptide sequence is LPVEYLQVP. The MHC is HLA-A24:02 with pseudo-sequence HLA-A24:02. The binding affinity (normalized) is 0. (7) The peptide sequence is AVFKDSFLR. The MHC is HLA-A33:01 with pseudo-sequence HLA-A33:01. The binding affinity (normalized) is 0.466. (8) The peptide sequence is KSRQGDTKV. The MHC is HLA-A02:01 with pseudo-sequence HLA-A02:01. The binding affinity (normalized) is 0.0847. (9) The binding affinity (normalized) is 0. The peptide sequence is TTYQRTRAL. The MHC is HLA-A23:01 with pseudo-sequence HLA-A23:01. (10) The peptide sequence is TEAEKWPFF. The MHC is HLA-B14:02 with pseudo-sequence HLA-B14:02. The binding affinity (normalized) is 0.0847.